From a dataset of Catalyst prediction with 721,799 reactions and 888 catalyst types from USPTO. Predict which catalyst facilitates the given reaction. (1) Reactant: Br[C:2]1(Br)[C:10]2[C:5](=[N:6][CH:7]=[CH:8][CH:9]=2)[NH:4][C:3]1=[O:11].N1C2C(=CC=CN=2)C(=O)C1=O.Cl.[F:25][CH2:26][CH2:27][O:28][NH2:29]. Product: [F:25][CH2:26][CH2:27][O:28][N:29]=[C:2]1[C:10]2[C:5](=[N:6][CH:7]=[CH:8][CH:9]=2)[NH:4][C:3]1=[O:11]. The catalyst class is: 16. (2) Reactant: [CH2:1]([N:8]1[C:16]2[C:11](=[C:12]([N+:17]([O-:19])=[O:18])[CH:13]=[CH:14][CH:15]=2)[C:10](Br)=[N:9]1)[C:2]1[CH:7]=[CH:6][CH:5]=[CH:4][CH:3]=1.[CH:21]1(B(O)O)[CH2:23][CH2:22]1.P([O-])([O-])([O-])=O.[K+].[K+].[K+].C1(P(C2CCCCC2)C2CCCCC2)CCCCC1. Product: [CH2:1]([N:8]1[C:16]2[C:11](=[C:12]([N+:17]([O-:19])=[O:18])[CH:13]=[CH:14][CH:15]=2)[C:10]([CH:21]2[CH2:23][CH2:22]2)=[N:9]1)[C:2]1[CH:7]=[CH:6][CH:5]=[CH:4][CH:3]=1. The catalyst class is: 706.